Predict the reactants needed to synthesize the given product. From a dataset of Full USPTO retrosynthesis dataset with 1.9M reactions from patents (1976-2016). (1) Given the product [F:18][C:19]1[CH:20]=[CH:21][C:22]([CH2:23][N:24]2[CH2:28][CH2:27][N:26]([C:29]3[CH:30]=[C:31]([CH:35]=[CH:36][N:37]=3)[C:32]([NH:8][CH2:9][C@H:10]([OH:11])[C:12]3[CH:17]=[CH:16][CH:15]=[CH:14][CH:13]=3)=[O:33])[C:25]2=[O:38])=[CH:39][CH:40]=1, predict the reactants needed to synthesize it. The reactants are: O1C=C(CN)N=C1.[NH2:8][CH2:9][C@@H:10]([C:12]1[CH:17]=[CH:16][CH:15]=[CH:14][CH:13]=1)[OH:11].[F:18][C:19]1[CH:40]=[CH:39][C:22]([CH2:23][N:24]2[CH2:28][CH2:27][N:26]([C:29]3[CH:30]=[C:31]([CH:35]=[CH:36][N:37]=3)[C:32](O)=[O:33])[C:25]2=[O:38])=[CH:21][CH:20]=1. (2) Given the product [CH2:1]([NH:8][CH2:9][C:10]#[N:11])[C:2]1[CH:7]=[CH:6][CH:5]=[CH:4][CH:3]=1, predict the reactants needed to synthesize it. The reactants are: [CH2:1]([NH2:8])[C:2]1[CH:7]=[CH:6][CH:5]=[CH:4][CH:3]=1.[CH3:9][CH2:10][N:11](C(C)C)C(C)C.BrCC#N. (3) Given the product [F:33][C:32]([F:34])([F:35])[C:29]1[CH:28]=[CH:27][C:26]([C:24]2[N:3]=[N:2][N:1]([CH:4]3[CH2:23][N:8]4[C:9]5[C:14]([C:15]([CH2:16][C:17]([OH:19])=[O:18])=[C:7]4[CH2:6][CH2:5]3)=[CH:13][CH:12]=[CH:11][CH:10]=5)[CH:25]=2)=[CH:31][CH:30]=1, predict the reactants needed to synthesize it. The reactants are: [N:1]([CH:4]1[CH2:23][N:8]2[C:9]3[C:14]([C:15]([CH2:16][C:17]([O:19]CCC)=[O:18])=[C:7]2[CH2:6][CH2:5]1)=[CH:13][CH:12]=[CH:11][CH:10]=3)=[N+:2]=[N-:3].[C:24]([C:26]1[CH:31]=[CH:30][C:29]([C:32]([F:35])([F:34])[F:33])=[CH:28][CH:27]=1)#[CH:25]. (4) The reactants are: Cl[C:2]1[N:7]2[N:8]=[C:9]([CH3:11])[CH:10]=[C:6]2[N:5]=[C:4]([NH:12][C:13](=[O:24])[C:14]2[CH:19]=[CH:18][C:17]([C:20]([OH:23])([CH3:22])[CH3:21])=[CH:16][CH:15]=2)[CH:3]=1.Cl.[C:26]1([S:32]([CH:35]2[CH2:40][CH2:39][NH:38][CH2:37][CH2:36]2)(=[O:34])=[O:33])[CH:31]=[CH:30][CH:29]=[CH:28][CH:27]=1.C(N(CC)C(C)C)(C)C. Given the product [OH:23][C:20]([C:17]1[CH:18]=[CH:19][C:14]([C:13]([NH:12][C:4]2[CH:3]=[C:2]([N:38]3[CH2:37][CH2:36][CH:35]([S:32]([C:26]4[CH:31]=[CH:30][CH:29]=[CH:28][CH:27]=4)(=[O:33])=[O:34])[CH2:40][CH2:39]3)[N:7]3[N:8]=[C:9]([CH3:11])[CH:10]=[C:6]3[N:5]=2)=[O:24])=[CH:15][CH:16]=1)([CH3:22])[CH3:21], predict the reactants needed to synthesize it. (5) Given the product [NH2:13][C:5]1[CH:4]=[C:3]([OH:2])[CH:8]=[C:7]([C:9]([F:10])([F:11])[F:12])[CH:6]=1, predict the reactants needed to synthesize it. The reactants are: C[O:2][C:3]1[CH:4]=[C:5]([NH2:13])[CH:6]=[C:7]([C:9]([F:12])([F:11])[F:10])[CH:8]=1.Br.C(O)(=O)C.C([O-])(O)=O.[Na+].